Dataset: Catalyst prediction with 721,799 reactions and 888 catalyst types from USPTO. Task: Predict which catalyst facilitates the given reaction. (1) Product: [CH3:21][C:22]1[CH:27]=[C:26]([CH2:28][NH:29][C:2]2[N:10]=[C:9]([F:11])[N:8]=[C:7]3[C:3]=2[N:4]=[CH:5][NH:6]3)[CH:25]=[C:24]([CH3:30])[N:23]=1. The catalyst class is: 114. Reactant: Cl[C:2]1[N:10]=[C:9]([F:11])[N:8]=[C:7]2[C:3]=1[NH:4][CH:5]=[N:6]2.CCN(C(C)C)C(C)C.[CH3:21][C:22]1[CH:27]=[C:26]([CH2:28][NH2:29])[CH:25]=[C:24]([CH3:30])[N:23]=1. (2) Reactant: CN(C)C=O.C(=O)([O-])[O-].[K+].[K+].Br[C:13]([C:15]([F:18])([F:17])[F:16])=[CH2:14].[N:19]1[CH:24]=[CH:23][CH:22]=[C:21](B(O)O)[CH:20]=1. Product: [F:16][C:15]([F:18])([F:17])[C:13]([C:21]1[CH:20]=[N:19][CH:24]=[CH:23][CH:22]=1)=[CH2:14]. The catalyst class is: 189. (3) Reactant: [N:1]1[CH:6]=[CH:5][C:4]([C:7]2[O:8][CH:9]=[CH:10][C:11]=2[C:12]2[CH:13]=[C:14]3[C:18](=[CH:19][CH:20]=2)[C:17](=[O:21])[CH2:16][CH2:15]3)=[CH:3][CH:2]=1.[Br:22]N1C(=O)CCC1=O.C(=O)([O-])O.[Na+]. Product: [Br:22][C:9]1[O:8][C:7]([C:4]2[CH:3]=[CH:2][N:1]=[CH:6][CH:5]=2)=[C:11]([C:12]2[CH:13]=[C:14]3[C:18](=[CH:19][CH:20]=2)[C:17](=[O:21])[CH2:16][CH2:15]3)[CH:10]=1. The catalyst class is: 9. (4) Reactant: [CH2:1]([O:8][CH:9]1[CH2:12][CH:11](C(O)=O)[CH2:10]1)[C:2]1[CH:7]=[CH:6][CH:5]=[CH:4][CH:3]=1.C([N:18]([CH2:21]C)CC)C.[N-]=[N+]=[N-].C1([O:32]P(=O)(O)OC2C=CC=CC=2)C=CC=CC=1.[C:43]([OH:47])([CH3:46])([CH3:45])[CH3:44]. Product: [CH2:1]([O:8][CH:9]1[CH2:10][CH:11]([NH:18][C:21](=[O:32])[O:47][C:43]([CH3:46])([CH3:45])[CH3:44])[CH2:12]1)[C:2]1[CH:3]=[CH:4][CH:5]=[CH:6][CH:7]=1. The catalyst class is: 4.